From a dataset of Full USPTO retrosynthesis dataset with 1.9M reactions from patents (1976-2016). Predict the reactants needed to synthesize the given product. (1) Given the product [Si:1]([O:8][CH2:9][C@H:10]1[CH2:19][C:18]2[C:13](=[CH:14][CH:15]=[CH:16][C:17]=2[CH2:20][CH2:21][C:22]([CH3:25])([OH:24])[CH3:23])[C@H:12]([CH3:26])[NH:11]1)([C:4]([CH3:7])([CH3:6])[CH3:5])([CH3:3])[CH3:2], predict the reactants needed to synthesize it. The reactants are: [Si:1]([O:8][CH2:9][C@H:10]1[CH2:19][C:18]2[C:13](=[CH:14][CH:15]=[CH:16][C:17]=2/[CH:20]=[CH:21]/[C:22]([CH3:25])([OH:24])[CH3:23])[C@H:12]([CH3:26])[NH:11]1)([C:4]([CH3:7])([CH3:6])[CH3:5])([CH3:3])[CH3:2]. (2) Given the product [F:34][C:33]([F:36])([F:35])[S:30]([O:21][C:19]1[CH:18]=[C:17]([Cl:22])[C:3]([CH2:4][CH:5]2[CH2:9][CH2:8][N:7]([CH:10]3[CH2:11][CH2:12][CH2:13][CH2:14][CH2:15]3)[C:6]2=[O:16])=[C:2]([Cl:1])[CH:20]=1)(=[O:31])=[O:29], predict the reactants needed to synthesize it. The reactants are: [Cl:1][C:2]1[CH:20]=[C:19]([OH:21])[CH:18]=[C:17]([Cl:22])[C:3]=1[CH2:4][CH:5]1[CH2:9][CH2:8][N:7]([CH:10]2[CH2:15][CH2:14][CH2:13][CH2:12][CH2:11]2)[C:6]1=[O:16].N1C=CC=CC=1.[O:29](S(C(F)(F)F)(=O)=O)[S:30]([C:33]([F:36])([F:35])[F:34])(=O)=[O:31].